Dataset: Reaction yield outcomes from USPTO patents with 853,638 reactions. Task: Predict the reaction yield, written as a fraction of the theoretical maximum amount of product (1.0 means a 100% yield; for example, 0.34 means a 34% yield). (1) The reactants are [Br:1][C:2]1[S:3][C:4]([C:7]([OH:9])=O)=[CH:5][N:6]=1.C(N(CC)CC)C.CN(C(ON1N=NC2C=CC=NC1=2)=[N+](C)C)C.F[P-](F)(F)(F)(F)F.[NH2:41][CH:42]1[CH2:47][CH2:46][N:45]([CH2:48][C:49]2[CH:56]=[CH:55][C:52]([C:53]#[N:54])=[CH:51][CH:50]=2)[CH2:44][CH2:43]1. The catalyst is CN(C)C=O.O. The product is [Br:1][C:2]1[S:3][C:4]([C:7]([NH:41][CH:42]2[CH2:47][CH2:46][N:45]([CH2:48][C:49]3[CH:56]=[CH:55][C:52]([C:53]#[N:54])=[CH:51][CH:50]=3)[CH2:44][CH2:43]2)=[O:9])=[CH:5][N:6]=1. The yield is 1.00. (2) The reactants are [C:1]([OH:9])(=[O:8])[C:2]1[CH:7]=[CH:6][CH:5]=[CH:4][CH:3]=1.[CH3:10][N:11]([CH2:13][CH2:14][C:15]1[C:19]2[CH:20]=[C:21]([CH2:24][N:25]3[N:29]=[CH:28][N:27]=[CH:26]3)[CH:22]=[CH:23][C:18]=2[NH:17][CH:16]=1)[CH3:12]. The catalyst is C(OC(C)C)(=O)C.C(O)(C)C. The product is [CH3:10][N:11]([CH2:13][CH2:14][C:15]1[C:19]2[CH:20]=[C:21]([CH2:24][N:25]3[N:29]=[CH:28][N:27]=[CH:26]3)[CH:22]=[CH:23][C:18]=2[NH:17][CH:16]=1)[CH3:12].[CH:5]1[CH:4]=[CH:3][C:2]([C:1]([OH:9])=[O:8])=[CH:7][CH:6]=1. The yield is 0.800. (3) The reactants are [Cl:1][C:2]1[CH:37]=[CH:36][C:5]([CH2:6][O:7][C:8]2[C:33]([F:34])=[CH:32][C:11]([CH2:12][C:13]3[C:21]4[C:16](=[N:17][CH:18]=[CH:19][CH:20]=4)[N:15]([Si](C(C)C)(C(C)C)C(C)C)[CH:14]=3)=[C:10]([F:35])[CH:9]=2)=[CH:4][CH:3]=1.[F-].C([N+](CCCC)(CCCC)CCCC)CCC. The catalyst is O1CCCC1. The product is [Cl:1][C:2]1[CH:3]=[CH:4][C:5]([CH2:6][O:7][C:8]2[C:33]([F:34])=[CH:32][C:11]([CH2:12][C:13]3[C:21]4[C:16](=[N:17][CH:18]=[CH:19][CH:20]=4)[NH:15][CH:14]=3)=[C:10]([F:35])[CH:9]=2)=[CH:36][CH:37]=1. The yield is 0.289.